Task: Predict the reactants needed to synthesize the given product.. Dataset: Full USPTO retrosynthesis dataset with 1.9M reactions from patents (1976-2016) (1) Given the product [F:1][C:2]1[CH:7]=[C:6]([C:8]2[CH:16]=[C:15]3[C:11]([C:12]([C:17]4[NH:18][C:19]5[CH2:24][CH2:23][N:22]([CH2:36][C:35]6[CH:38]=[CH:39][CH:40]=[C:33]([OH:32])[CH:34]=6)[CH2:21][C:20]=5[N:25]=4)=[N:13][NH:14]3)=[CH:10][CH:9]=2)[C:5]([CH2:26][C:27]([F:28])([F:29])[F:30])=[CH:4][C:3]=1[OH:31], predict the reactants needed to synthesize it. The reactants are: [F:1][C:2]1[CH:7]=[C:6]([C:8]2[CH:16]=[C:15]3[C:11]([C:12]([C:17]4[NH:18][C:19]5[CH2:24][CH2:23][NH:22][CH2:21][C:20]=5[N:25]=4)=[N:13][NH:14]3)=[CH:10][CH:9]=2)[C:5]([CH2:26][C:27]([F:30])([F:29])[F:28])=[CH:4][C:3]=1[OH:31].[OH:32][C:33]1[CH:34]=[C:35]([CH:38]=[CH:39][CH:40]=1)[CH:36]=O. (2) The reactants are: [NH2:1][C:2]1[C:7]([C:8]#[N:9])=[C:6]([F:10])[C:5]([Br:11])=[CH:4][CH:3]=1.C([O-])([O-])=O.[Na+].[Na+].Cl[C:19]([O:21][CH2:22][CH3:23])=[O:20]. Given the product [Br:11][C:5]1[CH:4]=[CH:3][C:2]([NH:1][C:19](=[O:20])[O:21][CH2:22][CH3:23])=[C:7]([C:8]#[N:9])[C:6]=1[F:10], predict the reactants needed to synthesize it. (3) Given the product [CH3:43][C:32]1[CH:31]=[C:30]([C:6]2[CH:5]=[C:4]([C:1]([NH2:2])=[O:3])[C:16]3[NH:15][C:14]4[C:9]([C:8]=3[CH:7]=2)=[CH:10][CH:11]=[C:12]([C:17]2[CH2:22][CH2:21][NH:20][CH2:19][CH:18]=2)[CH:13]=4)[CH:35]=[CH:34][C:33]=1[CH2:36][N:37]1[CH2:42][CH2:41][O:40][CH2:39][CH2:38]1.[C:44]([OH:50])([C:46]([F:49])([F:48])[F:47])=[O:45], predict the reactants needed to synthesize it. The reactants are: [C:1]([C:4]1[CH:5]=[C:6]([C:30]2[CH:35]=[CH:34][C:33]([CH2:36][N:37]3[CH2:42][CH2:41][O:40][CH2:39][CH2:38]3)=[C:32]([CH3:43])[CH:31]=2)[CH:7]=[C:8]2[C:16]=1[NH:15][C:14]1[CH:13]=[C:12]([C:17]3[CH2:22][CH2:21][N:20](C(OC(C)(C)C)=O)[CH2:19][CH:18]=3)[CH:11]=[CH:10][C:9]2=1)(=[O:3])[NH2:2].[C:44]([OH:50])([C:46]([F:49])([F:48])[F:47])=[O:45]. (4) Given the product [CH3:1][O:2][C:3](=[O:20])[C:4]1[CH:9]=[C:8]([O:10][CH:21]([CH2:26][O:43][CH3:41])[CH2:22][CH3:23])[CH:7]=[C:6](/[CH:11]=[CH:12]/[C:13]2[CH:18]=[CH:17][C:16]([F:19])=[CH:15][CH:14]=2)[CH:5]=1, predict the reactants needed to synthesize it. The reactants are: [CH3:1][O:2][C:3](=[O:20])[C:4]1[CH:9]=[C:8]([OH:10])[CH:7]=[C:6](/[CH:11]=[CH:12]/[C:13]2[CH:18]=[CH:17][C:16]([F:19])=[CH:15][CH:14]=2)[CH:5]=1.[C:21]1(P([C:21]2[CH:26]=CC=[CH:23][CH:22]=2)[C:21]2[CH:26]=CC=[CH:23][CH:22]=2)[CH:26]=CC=[CH:23][CH:22]=1.C[CH:41]([O:43]C(/N=N/C(OC(C)C)=O)=O)C. (5) The reactants are: Br.[Cl:2][C:3]1[CH:4]=[CH:5][C:6]([O:26]CC2C=CC=CC=2)=[C:7]([CH2:9][N:10]2[C:14]([CH3:15])=[CH:13][C:12]([NH:16][C:17](=[O:25])[CH2:18][C:19]3[CH:24]=[CH:23][CH:22]=[CH:21][CH:20]=3)=[N:11]2)[CH:8]=1.C(=O)([O-])[O-].[K+].[K+]. Given the product [Cl:2][C:3]1[CH:4]=[CH:5][C:6]([OH:26])=[C:7]([CH2:9][N:10]2[C:14]([CH3:15])=[CH:13][C:12]([NH:16][C:17](=[O:25])[CH2:18][C:19]3[CH:20]=[CH:21][CH:22]=[CH:23][CH:24]=3)=[N:11]2)[CH:8]=1, predict the reactants needed to synthesize it. (6) The reactants are: CC(C)([O-])C.[K+].[F:7][C:8]1[CH:9]=[C:10]([C:16](=[O:18])[CH3:17])[CH:11]=[C:12]([F:15])[C:13]=1[F:14].[C:19](OCC)(=[O:25])[C:20]([O:22][CH2:23][CH3:24])=[O:21]. Given the product [O:25]=[C:19]([CH2:17][C:16](=[O:18])[C:10]1[CH:9]=[C:8]([F:7])[C:13]([F:14])=[C:12]([F:15])[CH:11]=1)[C:20]([O:22][CH2:23][CH3:24])=[O:21], predict the reactants needed to synthesize it. (7) Given the product [CH3:11][O:10][C:3]12[CH2:9][CH2:8][CH:6]([CH:5]=[CH:4]1)[CH2:7][C:2]2=[O:14], predict the reactants needed to synthesize it. The reactants are: Cl[C:2]1(C#N)[CH2:7][CH:6]2[CH2:8][CH2:9][C:3]1([O:10][CH3:11])[CH:4]=[CH:5]2.[OH2:14]. (8) Given the product [F:11][C:12]1[CH:13]=[C:14]([C@:25]([NH:40][C:41]([NH:43][C:44]2[C:45](=[O:49])[CH2:46][CH2:47][CH:48]=2)=[O:42])([C:33]2[CH:38]=[CH:37][C:36]([F:39])=[CH:35][CH:34]=2)[CH2:26][C:27]2[CH:28]=[CH:29][CH:30]=[CH:31][CH:32]=2)[CH:15]=[C:16]([O:18][C:19]([F:23])([F:24])[CH:20]([F:21])[F:22])[CH:17]=1.[F:11][C:12]1[CH:13]=[C:14]([C@:25]([NH:40][C:41]([NH:43][C@@H:44]2[CH2:48][CH2:47][CH2:46][C:45]2=[O:49])=[O:42])([C:33]2[CH:38]=[CH:37][C:36]([F:39])=[CH:35][CH:34]=2)[CH2:26][C:27]2[CH:28]=[CH:29][CH:30]=[CH:31][CH:32]=2)[CH:15]=[C:16]([O:18][C:19]([F:23])([F:24])[CH:20]([F:21])[F:22])[CH:17]=1, predict the reactants needed to synthesize it. The reactants are: C(Cl)(=O)C(Cl)=O.CS(C)=O.[F:11][C:12]1[CH:13]=[C:14]([C@:25]([NH:40][C:41]([NH:43][C@@H:44]2[CH2:48][CH2:47][CH2:46][C@H:45]2[OH:49])=[O:42])([C:33]2[CH:38]=[CH:37][C:36]([F:39])=[CH:35][CH:34]=2)[CH2:26][C:27]2[CH:32]=[CH:31][CH:30]=[CH:29][CH:28]=2)[CH:15]=[C:16]([O:18][C:19]([F:24])([F:23])[CH:20]([F:22])[F:21])[CH:17]=1.